Dataset: Full USPTO retrosynthesis dataset with 1.9M reactions from patents (1976-2016). Task: Predict the reactants needed to synthesize the given product. (1) Given the product [CH3:22][N:13]([CH2:12][CH2:11][N:10]1[CH2:9][CH2:8][S:7][C:6]2[CH:23]=[C:2]([NH:1][C:30]([C:26]3[S:25][CH:29]=[CH:28][CH:27]=3)=[NH:31])[CH:3]=[CH:4][C:5]1=2)[CH2:14][C:15]([O:17][C:18]([CH3:19])([CH3:20])[CH3:21])=[O:16], predict the reactants needed to synthesize it. The reactants are: [NH2:1][C:2]1[CH:3]=[CH:4][C:5]2[N:10]([CH2:11][CH2:12][N:13]([CH3:22])[CH2:14][C:15]([O:17][C:18]([CH3:21])([CH3:20])[CH3:19])=[O:16])[CH2:9][CH2:8][S:7][C:6]=2[CH:23]=1.I.[S:25]1[CH:29]=[CH:28][CH:27]=[C:26]1[C:30](SC)=[NH:31].N. (2) Given the product [C:1]1([S:7]([N:10]2[C:14]3[N:15]=[CH:16][N:17]=[C:18]([N:19]4[CH2:24][CH2:23][CH:22]([CH2:25][NH:26][C:27](=[O:38])[C:28]5[CH:33]=[CH:32][C:31]([C:34]([CH3:37])([CH3:36])[CH3:35])=[CH:30][CH:29]=5)[CH2:21][CH2:20]4)[C:13]=3[CH:12]=[C:11]2[C:44]2[CH:43]=[N:42][N:41]([CH3:40])[CH:45]=2)(=[O:9])=[O:8])[CH:6]=[CH:5][CH:4]=[CH:3][CH:2]=1, predict the reactants needed to synthesize it. The reactants are: [C:1]1([S:7]([N:10]2[C:14]3[N:15]=[CH:16][N:17]=[C:18]([N:19]4[CH2:24][CH2:23][CH:22]([CH2:25][NH:26][C:27](=[O:38])[C:28]5[CH:33]=[CH:32][C:31]([C:34]([CH3:37])([CH3:36])[CH3:35])=[CH:30][CH:29]=5)[CH2:21][CH2:20]4)[C:13]=3[CH:12]=[C:11]2I)(=[O:9])=[O:8])[CH:6]=[CH:5][CH:4]=[CH:3][CH:2]=1.[CH3:40][N:41]1[CH:45]=[C:44](B(O)O)[CH:43]=[N:42]1.C(=O)([O-])[O-].[K+].[K+].COCCOC. (3) Given the product [CH2:25]([O:32][C:33]([C:34]1[C:35]([CH:36]([CH3:38])[CH3:37])=[N:14][N:15]2[C:16]([O:23][CH3:24])=[CH:17][CH:18]=[C:19]([CH2:21][OH:22])[C:20]=12)=[O:39])[C:26]1[CH:31]=[CH:30][CH:29]=[CH:28][CH:27]=1, predict the reactants needed to synthesize it. The reactants are: CC1C=C(C)C=C(C)C=1S([O-])(=O)=O.[NH2:14][N+:15]1[CH:20]=[C:19]([CH2:21][OH:22])[CH:18]=[CH:17][C:16]=1[O:23][CH3:24].[CH2:25]([O:32][C:33](=[O:39])[C:34]#[C:35][CH:36]([CH3:38])[CH3:37])[C:26]1[CH:31]=[CH:30][CH:29]=[CH:28][CH:27]=1.C(=O)([O-])[O-].[K+].[K+].O. (4) Given the product [CH:10]([O:9][C:8]1[C:7](=[O:13])[C:6](=[O:14])[C:5]=1[N:36]1[CH2:37][CH2:38][C:39]2[N:40]=[C:32]([C:29]3[CH:28]=[CH:27][C:26]([O:25][C@H:23]4[CH2:22][C@H:21]([N:15]5[CH2:20][CH2:19][CH2:18][CH2:17][CH2:16]5)[CH2:24]4)=[CH:31][CH:30]=3)[S:33][C:34]=2[CH2:35]1)([CH3:11])[CH3:12], predict the reactants needed to synthesize it. The reactants are: C(O[C:5]1[C:6](=[O:14])[C:7](=[O:13])[C:8]=1[O:9][CH:10]([CH3:12])[CH3:11])(C)C.[N:15]1([C@H:21]2[CH2:24][C@H:23]([O:25][C:26]3[CH:31]=[CH:30][C:29]([C:32]4[S:33][C:34]5[CH2:35][NH:36][CH2:37][CH2:38][C:39]=5[N:40]=4)=[CH:28][CH:27]=3)[CH2:22]2)[CH2:20][CH2:19][CH2:18][CH2:17][CH2:16]1. (5) Given the product [CH3:37][O:36][C:30](=[C:16]1[CH2:15][CH2:14][N:13]([S:10]([C:7]2[CH:8]=[CH:9][C:4]([O:3][C:2]([F:20])([F:21])[F:1])=[CH:5][CH:6]=2)(=[O:11])=[O:12])[CH2:18][CH2:17]1)[C:31]([O:33][CH2:34][CH3:35])=[O:32], predict the reactants needed to synthesize it. The reactants are: [F:1][C:2]([F:21])([F:20])[O:3][C:4]1[CH:9]=[CH:8][C:7]([S:10]([N:13]2[CH2:18][CH2:17][C:16](=O)[CH2:15][CH2:14]2)(=[O:12])=[O:11])=[CH:6][CH:5]=1.C(OP([CH:30]([O:36][CH3:37])[C:31]([O:33][CH2:34][CH3:35])=[O:32])(OCC)=O)C.CN1CCCN(C)C1=O.[H-].[Na+]. (6) Given the product [NH2:1][C:2]1[N:10]=[C:9]([O:11][CH2:12][CH2:13][CH2:14][CH3:15])[N:8]=[C:7]2[C:3]=1[NH:4][C:5](=[O:20])[N:6]2[CH2:16][CH2:17][CH2:18][N:19]([CH2:49][C:51]1[CH:52]=[C:53]([CH2:57][C:58]([O:60][CH3:61])=[O:59])[CH:54]=[CH:55][CH:56]=1)[CH:31]1[CH2:30][CH2:29][NH:28][CH2:33][CH2:32]1, predict the reactants needed to synthesize it. The reactants are: [NH2:1][C:2]1[N:10]=[C:9]([O:11][CH2:12][CH2:13][CH2:14][CH3:15])[N:8]=[C:7]2[C:3]=1[NH:4][C:5](=[O:20])[N:6]2[CH2:16][CH2:17][CH2:18][NH2:19].C(OC([N:28]1[CH2:33][CH2:32][C:31](=O)[CH2:30][CH2:29]1)=O)(C)(C)C.C(O[BH-](OC(=O)C)OC(=O)C)(=O)C.[Na+].[CH:49]([C:51]1[CH:52]=[C:53]([CH2:57][C:58]([O:60][CH3:61])=[O:59])[CH:54]=[CH:55][CH:56]=1)=O. (7) The reactants are: [C:1](OC(C)(CCCC(=O)C1C=CC=CC=1)CCC=C(C)C)(=[O:3])[CH3:2].O(CC(OCCCCC(=O)C1C=CC=CC=1)=O)C1C=CC=CC=1.[CH2:47]([O:57][CH2:58][CH2:59][CH2:60][C:61]([C:63]1[CH:68]=[CH:67][C:66]([O:69][CH3:70])=[CH:65][CH:64]=1)=[O:62])[CH2:48][CH2:49][CH2:50][CH2:51][CH2:52][CH2:53][CH2:54][CH2:55][CH3:56]. Given the product [CH2:47]([O:57][CH2:58][CH2:59][CH2:60][C:61]1([C:63]2[CH:68]=[CH:67][C:66]([O:69][CH3:70])=[CH:65][CH:64]=2)[O:3][CH2:1][CH2:2][O:62]1)[CH2:48][CH2:49][CH2:50][CH2:51][CH2:52][CH2:53][CH2:54][CH2:55][CH3:56], predict the reactants needed to synthesize it. (8) Given the product [N:2]12[CH2:3][CH2:4][C:5]([O:10][C:11](=[O:12])[NH:13][C:14]3[CH:19]=[C:18]([CH2:20][CH2:21][CH2:22][C:23]([NH:56][C:57]4[CH:62]=[CH:61][C:60]([CH2:63][OH:64])=[CH:59][CH:58]=4)=[O:25])[CH:17]=[CH:16][C:15]=3[C:26]3[CH:27]=[CH:28][CH:29]=[CH:30][CH:31]=3)([CH2:8][CH2:9]1)[CH2:6][CH2:7]2, predict the reactants needed to synthesize it. The reactants are: Cl.[N:2]12[CH2:9][CH2:8][C:5]([O:10][C:11]([NH:13][C:14]3[CH:19]=[C:18]([CH2:20][CH2:21][CH2:22][C:23]([OH:25])=O)[CH:17]=[CH:16][C:15]=3[C:26]3[CH:31]=[CH:30][CH:29]=[CH:28][CH:27]=3)=[O:12])([CH2:6][CH2:7]1)[CH2:4][CH2:3]2.CN(C(ON1N=NC2C=CC=NC1=2)=[N+](C)C)C.F[P-](F)(F)(F)(F)F.[NH2:56][C:57]1[CH:62]=[CH:61][C:60]([CH2:63][OH:64])=[CH:59][CH:58]=1. (9) Given the product [F:15][C:4]1[CH:3]=[C:2]([B:31]2[O:35][C:34]([CH3:37])([CH3:36])[C:33]([CH3:39])([CH3:38])[O:32]2)[CH:7]=[CH:6][C:5]=1[O:8][C:9]1[CH:14]=[CH:13][CH:12]=[CH:11][CH:10]=1, predict the reactants needed to synthesize it. The reactants are: Br[C:2]1[CH:7]=[CH:6][C:5]([O:8][C:9]2[CH:14]=[CH:13][CH:12]=[CH:11][CH:10]=2)=[C:4]([F:15])[CH:3]=1.O(C1C=CC([B:31]2[O:35][C:34]([CH3:37])([CH3:36])[C:33]([CH3:39])([CH3:38])[O:32]2)=CC=1C#N)C1C=CC=CC=1.CO[C@@H]1[C@@H](C(OC)=O)[C@@H]2[C@@H](CN3[C@H](C2)C2NC4C=C(OC)C=CC=4C=2CC3)C[C@H]1OC(C1C=C(OC)C(OC)=C(OC)C=1)=O. (10) The reactants are: O=[C:2]1[C:11]2[S:12][CH:13]=[CH:14][C:10]=2[C:9]2[CH:8]=[CH:7][C:6]([C:15]#[N:16])=[CH:5][C:4]=2[NH:3]1.P(Cl)(Cl)([Cl:19])=O. Given the product [Cl:19][C:2]1[C:11]2[S:12][CH:13]=[CH:14][C:10]=2[C:9]2[CH:8]=[CH:7][C:6]([C:15]#[N:16])=[CH:5][C:4]=2[N:3]=1, predict the reactants needed to synthesize it.